Dataset: Catalyst prediction with 721,799 reactions and 888 catalyst types from USPTO. Task: Predict which catalyst facilitates the given reaction. Product: [C:1]([O:5][C:6]([NH:8][C@H:9]([C:14]([NH:41][C@H:38]1[C@H:36]2[C@H:35]([CH2:34][N:33]([CH2:32][C:31]3[CH:42]=[CH:43][CH:44]=[C:29]([C:28]([F:46])([F:27])[F:45])[CH:30]=3)[CH2:37]2)[CH2:40][CH2:39]1)=[O:16])[CH2:10][CH:11]([CH3:12])[CH3:13])=[O:7])([CH3:2])([CH3:3])[CH3:4]. Reactant: [C:1]([O:5][C:6]([NH:8][C@H:9]([C:14]([OH:16])=O)[CH2:10][CH:11]([CH3:13])[CH3:12])=[O:7])([CH3:4])([CH3:3])[CH3:2].OC1C2N=NNC=2C=CC=1.[F:27][C:28]([F:46])([F:45])[C:29]1[CH:30]=[C:31]([CH:42]=[CH:43][CH:44]=1)[CH2:32][N:33]1[CH2:37][C@H:36]2[C@H:38]([NH2:41])[CH2:39][CH2:40][C@H:35]2[CH2:34]1.CC[N+](CCCN(C)C)=C=N. The catalyst class is: 4.